Dataset: Forward reaction prediction with 1.9M reactions from USPTO patents (1976-2016). Task: Predict the product of the given reaction. (1) Given the reactants [NH2:1][C:2]1[C:11]2[N:12]=[C:13]([CH2:24][CH2:25][O:26][CH3:27])[N:14]([CH2:15][CH2:16][CH2:17][N:18]3[CH2:22][CH2:21][CH2:20][C:19]3=[O:23])[C:10]=2[C:9]2[CH:8]=[C:7]([CH2:28][CH2:29][N:30]3C(=O)C4C(=CC=CC=4)C3=O)[CH:6]=[CH:5][C:4]=2[N:3]=1.O1CCCC1.O.NN, predict the reaction product. The product is: [NH2:1][C:2]1[C:11]2[N:12]=[C:13]([CH2:24][CH2:25][O:26][CH3:27])[N:14]([CH2:15][CH2:16][CH2:17][N:18]3[CH2:22][CH2:21][CH2:20][C:19]3=[O:23])[C:10]=2[C:9]2[CH:8]=[C:7]([CH2:28][CH2:29][NH2:30])[CH:6]=[CH:5][C:4]=2[N:3]=1. (2) Given the reactants [C:1]([O:10][CH2:11][CH3:12])(=[O:9])[CH2:2][CH2:3][C:4]([O:6][CH2:7][CH3:8])=[O:5].[F:13][C:14]1[CH:15]=[C:16]([C:24](OC)=[O:25])[C:17]([C:20](OC)=[O:21])=[CH:18][CH:19]=1.[Li+].C[Si]([N-][Si](C)(C)C)(C)C.Cl, predict the reaction product. The product is: [F:13][C:14]1[CH:15]=[C:16]2[C:17](=[CH:18][CH:19]=1)[C:20]([OH:21])=[C:2]([C:1]([O:10][CH2:11][CH3:12])=[O:9])[C:3]([C:4]([O:6][CH2:7][CH3:8])=[O:5])=[C:24]2[OH:25]. (3) Given the reactants [C:1]([O:5][C:6]([N:8]1[CH2:13][CH2:12][C:11]2([CH2:22][C:21](=[O:23])[C:20]3[C:15](=[CH:16][CH:17]=[C:18](B4OC(C)(C)C(C)(C)O4)[CH:19]=3)[O:14]2)[CH2:10][CH2:9]1)=[O:7])([CH3:4])([CH3:3])[CH3:2].Br[C:34]1[CH:35]=[N:36][CH:37]=[C:38]([CH:42]=1)[C:39]([NH2:41])=[O:40].C([O-])([O-])=O.[Na+].[Na+], predict the reaction product. The product is: [C:1]([O:5][C:6]([N:8]1[CH2:9][CH2:10][C:11]2([CH2:22][C:21](=[O:23])[C:20]3[C:15](=[CH:16][CH:17]=[C:18]([C:34]4[CH:35]=[N:36][CH:37]=[C:38]([CH:42]=4)[C:39]([NH2:41])=[O:40])[CH:19]=3)[O:14]2)[CH2:12][CH2:13]1)=[O:7])([CH3:2])([CH3:3])[CH3:4]. (4) Given the reactants [Cl:1][C:2]1[CH:7]=[C:6]([O:8][CH3:9])[CH:5]=[CH:4][C:3]=1[C:10]1[CH:15]=[CH:14][N:13]=[C:12](OS(C(F)(F)F)(=O)=O)[C:11]=1[N+:24]([O-:26])=[O:25].[CH3:27][O:28][CH2:29][CH:30]([NH2:32])[CH3:31], predict the reaction product. The product is: [Cl:1][C:2]1[CH:7]=[C:6]([O:8][CH3:9])[CH:5]=[CH:4][C:3]=1[C:10]1[CH:15]=[CH:14][N:13]=[C:12]([NH:32][CH:30]([CH3:31])[CH2:29][O:28][CH3:27])[C:11]=1[N+:24]([O-:26])=[O:25].